Dataset: Full USPTO retrosynthesis dataset with 1.9M reactions from patents (1976-2016). Task: Predict the reactants needed to synthesize the given product. (1) Given the product [Cl:17][CH2:16][CH2:15][C:14]([C:18]1[CH:19]=[CH:20][CH:21]=[CH:22][CH:23]=1)=[C:13]([C:10]1[CH:9]=[CH:8][C:7]([O:6][CH2:5][CH2:4][OH:3])=[CH:12][CH:11]=1)[C:24]1[CH:25]=[CH:26][CH:27]=[CH:28][CH:29]=1, predict the reactants needed to synthesize it. The reactants are: C([O:3][C:4](=O)[CH2:5][O:6][C:7]1[CH:12]=[CH:11][C:10]([C:13]([C:24]2[CH:29]=[CH:28][CH:27]=[CH:26][CH:25]=2)=[C:14]([C:18]2[CH:23]=[CH:22][CH:21]=[CH:20][CH:19]=2)[CH2:15][CH2:16][Cl:17])=[CH:9][CH:8]=1)C.[H-].[Al+3].[Li+].[H-].[H-].[H-]. (2) Given the product [CH3:25][O:24][C:21](=[O:22])[NH:1][C:2]1[CH:3]=[C:4]([C:9]#[C:10][C:11]2[CH:12]=[N:13][CH:14]=[C:15]([C:16]#[N:17])[CH:18]=2)[CH:5]=[CH:6][C:7]=1[F:8], predict the reactants needed to synthesize it. The reactants are: [NH2:1][C:2]1[CH:3]=[C:4]([C:9]#[C:10][C:11]2[CH:12]=[N:13][CH:14]=[C:15]([CH:18]=2)[C:16]#[N:17])[CH:5]=[CH:6][C:7]=1[F:8].CN[C:21](Cl)=[O:22].[O:24]1CCC[CH2:25]1.